From a dataset of Forward reaction prediction with 1.9M reactions from USPTO patents (1976-2016). Predict the product of the given reaction. (1) Given the reactants [CH:1]([CH:4]1[C:9](=[O:10])[NH:8][C:7]2[CH:11]=[C:12]([O:16][CH3:17])[CH:13]=[C:14]([CH3:15])[C:6]=2[O:5]1)([CH3:3])[CH3:2].C(=O)([O-])[O-].[K+].[K+].[C:24]([O:28][CH3:29])(=[O:27])[CH:25]=[CH2:26].C(O)(=O)CC(CC(O)=O)(C(O)=O)O, predict the reaction product. The product is: [CH3:29][O:28][C:24](=[O:27])[CH2:25][CH2:26][N:8]1[C:7]2[CH:11]=[C:12]([O:16][CH3:17])[CH:13]=[C:14]([CH3:15])[C:6]=2[O:5][CH:4]([CH:1]([CH3:3])[CH3:2])[C:9]1=[O:10]. (2) Given the reactants Br[C:2]1[CH:7]=[CH:6][C:5]([N:8]2[CH:12]=[CH:11][C:10]([NH:13][CH3:14])=[N:9]2)=[CH:4][C:3]=1[O:15][CH3:16].[B:17]1([B:17]2[O:21][C:20]([CH3:23])([CH3:22])[C:19]([CH3:25])([CH3:24])[O:18]2)[O:21][C:20]([CH3:23])([CH3:22])[C:19]([CH3:25])([CH3:24])[O:18]1.C([O-])(=O)C.[K+], predict the reaction product. The product is: [CH3:16][O:15][C:3]1[CH:4]=[C:5]([N:8]2[CH:12]=[CH:11][C:10]([NH:13][CH3:14])=[N:9]2)[CH:6]=[CH:7][C:2]=1[B:17]1[O:21][C:20]([CH3:23])([CH3:22])[C:19]([CH3:25])([CH3:24])[O:18]1. (3) Given the reactants F[C:2]1[CH:7]=[CH:6][C:5]([N+:8]([O-:10])=[O:9])=[CH:4][CH:3]=1.[OH:11][CH2:12][C@H:13]1[CH2:18][NH:17][CH2:16][CH2:15][N:14]1[C:19]([O:21][C:22]([CH3:25])([CH3:24])[CH3:23])=[O:20].CCN(C(C)C)C(C)C.O, predict the reaction product. The product is: [OH:11][CH2:12][C@H:13]1[CH2:18][N:17]([C:2]2[CH:7]=[CH:6][C:5]([N+:8]([O-:10])=[O:9])=[CH:4][CH:3]=2)[CH2:16][CH2:15][N:14]1[C:19]([O:21][C:22]([CH3:25])([CH3:24])[CH3:23])=[O:20]. (4) Given the reactants [CH3:1][C:2]([CH3:9])([CH3:8])[C:3](=O)[CH2:4][C:5]#[N:6].Cl.[NH:11]([CH2:13][CH2:14][OH:15])[NH2:12], predict the reaction product. The product is: [NH2:6][C:5]1[N:11]([CH2:13][CH2:14][OH:15])[N:12]=[C:3]([C:2]([CH3:9])([CH3:8])[CH3:1])[CH:4]=1.